This data is from M1 muscarinic receptor antagonist screen with 61,756 compounds. The task is: Binary Classification. Given a drug SMILES string, predict its activity (active/inactive) in a high-throughput screening assay against a specified biological target. (1) The compound is O1CCN(CCCN2CNC(=NC2)Nc2nc3c(c(n2)C)cc(c(c3)C)C)CC1. The result is 1 (active). (2) The drug is O=C(N1CCN(CC1)c1ncccc1)c1c2c(c(N3CCN(CC3)c3ncccn3)nc1)cccc2. The result is 0 (inactive). (3) The compound is S1C(CC(=O)N=C1Nc1ccccc1)C(=O)Nc1cc(OCC)ccc1. The result is 0 (inactive).